Dataset: Catalyst prediction with 721,799 reactions and 888 catalyst types from USPTO. Task: Predict which catalyst facilitates the given reaction. Reactant: [F:1][C:2]([F:15])([F:14])[CH:3]1[CH2:12][C:11]2[C:6](=[CH:7][CH:8]=[CH:9][CH:10]=2)[C:5](=[O:13])[CH2:4]1.[Br:16]Br.C1CCN2C(=NCCC2)CC1. Product: [C:5]1(=[O:13])[C:6]2[C:11](=[CH:10][CH:9]=[CH:8][CH:7]=2)[CH2:12][CH2:3][CH2:4]1.[Br:16][C:4]1[C:3]([C:2]([F:14])([F:15])[F:1])=[CH:12][C:11]2[C:6](=[CH:7][CH:8]=[CH:9][CH:10]=2)[C:5]=1[OH:13]. The catalyst class is: 23.